This data is from Reaction yield outcomes from USPTO patents with 853,638 reactions. The task is: Predict the reaction yield, written as a fraction of the theoretical maximum amount of product (1.0 means a 100% yield; for example, 0.34 means a 34% yield). The reactants are Cl[C:2]1[N:7]=[C:6]([C:8]2[N:12]3[CH:13]=[CH:14][CH:15]=[CH:16][C:11]3=[N:10][C:9]=2[C:17]2[CH:18]=[C:19]([CH:31]=[CH:32][CH:33]=2)[C:20]([NH:22][C:23]2[C:28]([F:29])=[CH:27][CH:26]=[CH:25][C:24]=2[F:30])=[O:21])[CH:5]=[CH:4][N:3]=1.[CH3:34][O:35][C:36]1[CH:42]=[C:41]([CH2:43][CH2:44][CH2:45][N:46]2[CH2:51][CH2:50][N:49]([CH3:52])[CH2:48][CH2:47]2)[CH:40]=[CH:39][C:37]=1[NH2:38].C1(C)C=CC(S(O)(=O)=O)=CC=1.C[O-].[Na+]. The catalyst is C(Cl)Cl.CC(O)C. The product is [F:30][C:24]1[CH:25]=[CH:26][CH:27]=[C:28]([F:29])[C:23]=1[NH:22][C:20](=[O:21])[C:19]1[CH:31]=[CH:32][CH:33]=[C:17]([C:9]2[N:10]=[C:11]3[CH:16]=[CH:15][CH:14]=[CH:13][N:12]3[C:8]=2[C:6]2[CH:5]=[CH:4][N:3]=[C:2]([NH:38][C:37]3[CH:39]=[CH:40][C:41]([CH2:43][CH2:44][CH2:45][N:46]4[CH2:47][CH2:48][N:49]([CH3:52])[CH2:50][CH2:51]4)=[CH:42][C:36]=3[O:35][CH3:34])[N:7]=2)[CH:18]=1. The yield is 0.340.